This data is from NCI-60 drug combinations with 297,098 pairs across 59 cell lines. The task is: Regression. Given two drug SMILES strings and cell line genomic features, predict the synergy score measuring deviation from expected non-interaction effect. Drug 1: CC1C(C(CC(O1)OC2CC(CC3=C2C(=C4C(=C3O)C(=O)C5=C(C4=O)C(=CC=C5)OC)O)(C(=O)CO)O)N)O.Cl. Drug 2: C(CCl)NC(=O)N(CCCl)N=O. Cell line: MOLT-4. Synergy scores: CSS=43.4, Synergy_ZIP=-5.74, Synergy_Bliss=-9.03, Synergy_Loewe=-8.57, Synergy_HSA=-8.04.